From a dataset of Forward reaction prediction with 1.9M reactions from USPTO patents (1976-2016). Predict the product of the given reaction. (1) Given the reactants [C:1]([C:4]1[CH:26]=[CH:25][C:7]([O:8][CH2:9][C:10]2[CH:11]=[C:12]([CH:22]=[CH:23][CH:24]=2)[O:13][C:14]2[CH:21]=[CH:20][C:17]([C:18]#[N:19])=[CH:16][N:15]=2)=[C:6]([CH2:27][CH2:28][CH3:29])[C:5]=1[OH:30])(=[O:3])[CH3:2].C(O)(C)C.[N-:35]=[N+:36]=[N-:37].[Na+].Cl, predict the reaction product. The product is: [OH:30][C:5]1[C:6]([CH2:27][CH2:28][CH3:29])=[C:7]([O:8][CH2:9][C:10]2[CH:24]=[CH:23][CH:22]=[C:12]([O:13][C:14]3[CH:21]=[CH:20][C:17]([C:18]4[NH:37][N:36]=[N:35][N:19]=4)=[CH:16][N:15]=3)[CH:11]=2)[CH:25]=[CH:26][C:4]=1[C:1](=[O:3])[CH3:2]. (2) Given the reactants [CH3:1][O:2][C:3]1[CH:4]=[C:5]2[C:10](=[CH:11][C:12]=1[O:13][CH3:14])[N:9]=[CH:8][N:7]=[C:6]2[CH:15]1[CH2:20][CH2:19][NH:18][CH2:17][CH2:16]1.[N:21]([CH:24]1[CH2:29][CH2:28][CH2:27][CH2:26][CH2:25]1)=[C:22]=[O:23], predict the reaction product. The product is: [CH:24]1([NH:21][C:22]([N:18]2[CH2:19][CH2:20][CH:15]([C:6]3[C:5]4[C:10](=[CH:11][C:12]([O:13][CH3:14])=[C:3]([O:2][CH3:1])[CH:4]=4)[N:9]=[CH:8][N:7]=3)[CH2:16][CH2:17]2)=[O:23])[CH2:29][CH2:28][CH2:27][CH2:26][CH2:25]1. (3) Given the reactants Br[C:2]1[CH:7]=[CH:6][C:5]([CH2:8][CH2:9][NH:10][C:11](=[O:17])[O:12][C:13]([CH3:16])([CH3:15])[CH3:14])=[CH:4][CH:3]=1.[NH:18]1[CH:22]=[CH:21][N:20]=[CH:19]1.C1C=CC=CC=1.N1C2C(=CC=C3C=2N=CC=C3)C=CC=1.C([O-])([O-])=O.[Cs+].[Cs+], predict the reaction product. The product is: [N:18]1([C:2]2[CH:7]=[CH:6][C:5]([CH2:8][CH2:9][NH:10][C:11](=[O:17])[O:12][C:13]([CH3:16])([CH3:15])[CH3:14])=[CH:4][CH:3]=2)[CH:22]=[CH:21][N:20]=[CH:19]1.